This data is from TCR-epitope binding with 47,182 pairs between 192 epitopes and 23,139 TCRs. The task is: Binary Classification. Given a T-cell receptor sequence (or CDR3 region) and an epitope sequence, predict whether binding occurs between them. (1) The epitope is FPRPWLHGL. The TCR CDR3 sequence is CASSLDGRDEQFF. Result: 0 (the TCR does not bind to the epitope). (2) The epitope is YIFFASFYY. The TCR CDR3 sequence is CASSDRDNYEQYF. Result: 1 (the TCR binds to the epitope). (3) The epitope is GTSGSPIINR. The TCR CDR3 sequence is CASSLGAGGAYEQYF. Result: 1 (the TCR binds to the epitope). (4) The epitope is FLNGSCGSV. The TCR CDR3 sequence is CASSKDCEDTQYF. Result: 1 (the TCR binds to the epitope). (5) Result: 1 (the TCR binds to the epitope). The TCR CDR3 sequence is CASSERGRRTEAFF. The epitope is FPPTSFGPL. (6) The epitope is KLGGALQAK. The TCR CDR3 sequence is CASSLGRNGQETQYF. Result: 0 (the TCR does not bind to the epitope). (7) The epitope is TPRVTGGGAM. The TCR CDR3 sequence is CASSALSYEQFF. Result: 0 (the TCR does not bind to the epitope). (8) The epitope is TLIGDCATV. The TCR CDR3 sequence is CASSQDGSNYGYTF. Result: 1 (the TCR binds to the epitope). (9) The epitope is QASQEVKNW. The TCR CDR3 sequence is CASSLALSEGPLHF. Result: 0 (the TCR does not bind to the epitope).